Dataset: Catalyst prediction with 721,799 reactions and 888 catalyst types from USPTO. Task: Predict which catalyst facilitates the given reaction. (1) Reactant: [Br:1][C:2]1[N:7]=[C:6]([CH3:8])[N:5]=[C:4]([CH:9]=O)[CH:3]=1.[NH2:11][OH:12].Cl.C([O-])(=O)C.C(O)(=O)C.[Na+]. Product: [Br:1][C:2]1[N:7]=[C:6]([CH3:8])[N:5]=[C:4]([CH:9]=[N:11][OH:12])[CH:3]=1. The catalyst class is: 40. (2) Reactant: Cl[C:2]1[C:3]([C:12]([F:15])([F:14])[F:13])=[CH:4][C:5]([N+:9]([O-:11])=[O:10])=[C:6]([NH2:8])[CH:7]=1.C([O-])([O-])=O.[K+].[K+].[Cl:22][C:23]1[CH:24]=[C:25]([OH:30])[CH:26]=[CH:27][C:28]=1[Cl:29]. Product: [Cl:22][C:23]1[CH:24]=[C:25]([CH:26]=[CH:27][C:28]=1[Cl:29])[O:30][C:2]1[C:3]([C:12]([F:15])([F:14])[F:13])=[CH:4][C:5]([N+:9]([O-:11])=[O:10])=[C:6]([NH2:8])[CH:7]=1. The catalyst class is: 44. (3) Reactant: [C:1]([N:8]1[CH2:13][CH2:12][O:11][CH2:10][C@H:9]1[C:14]([OH:16])=O)([O:3]C(C)(C)C)=[O:2].C(N(CC)C(C)C)(C)C.[NH2:26][CH2:27][C:28]1[CH:29]=[C:30]([CH2:34][N:35]2[C:43]3[C:38](=[C:39]([OH:44])[CH:40]=[CH:41][CH:42]=3)[C:37]([NH:45][S:46]([C:49]3[S:50][C:51]([Cl:54])=[CH:52][CH:53]=3)(=[O:48])=[O:47])=[N:36]2)[CH:31]=[CH:32][CH:33]=1. Product: [CH:1]([OH:3])=[O:2].[Cl:54][C:51]1[S:50][C:49]([S:46]([NH:45][C:37]2[C:38]3[C:43](=[CH:42][CH:41]=[CH:40][C:39]=3[OH:44])[N:35]([CH2:34][C:30]3[CH:29]=[C:28]([CH2:27][NH:26][C:14]([C@@H:9]4[CH2:10][O:11][CH2:12][CH2:13][NH:8]4)=[O:16])[CH:33]=[CH:32][CH:31]=3)[N:36]=2)(=[O:47])=[O:48])=[CH:53][CH:52]=1. The catalyst class is: 9. (4) Reactant: [NH2:1][C:2]1[CH:7]=[CH:6][C:5]([CH:8]([CH3:12])[C:9]([OH:11])=[O:10])=[CH:4][CH:3]=1.[N+:13]([O-])([OH:15])=[O:14].O. Product: [NH2:1][C:2]1[CH:3]=[CH:4][C:5]([CH:8]([CH3:12])[C:9]([OH:11])=[O:10])=[CH:6][C:7]=1[N+:13]([O-:15])=[O:14]. The catalyst class is: 52.